From a dataset of Full USPTO retrosynthesis dataset with 1.9M reactions from patents (1976-2016). Predict the reactants needed to synthesize the given product. (1) Given the product [CH2:1]([C:3]1[CH2:9][CH:10]2[CH:5]([CH:4]=1)[CH2:6][CH2:11]2)[CH3:2], predict the reactants needed to synthesize it. The reactants are: [CH2:1]([CH:3]([CH2:9][CH:10]=[CH2:11])/[CH:4]=[CH:5]/[C:6](O)=O)[CH3:2].C(OC(=O)C)(=O)C.C(N(CC)CC)C.O. (2) Given the product [CH:1]([N:4]1[C:12]2[CH:11]=[C:10]([C:13]3[CH:14]=[N:15][CH:16]=[CH:17][CH:18]=3)[CH:9]=[C:8]([C:19]([OH:21])=[O:20])[C:7]=2[C:6]([CH3:23])=[N:5]1)([CH3:3])[CH3:2], predict the reactants needed to synthesize it. The reactants are: [CH:1]([N:4]1[C:12]2[CH:11]=[C:10]([C:13]3[CH:14]=[N:15][CH:16]=[CH:17][CH:18]=3)[CH:9]=[C:8]([C:19]([O:21]C)=[O:20])[C:7]=2[C:6]([CH3:23])=[N:5]1)([CH3:3])[CH3:2].C(N1C2C=C(C3C=C4C=CNC4=NC=3)C=C(C(OC)=O)C=2C=N1)(C)C.O[Li].O. (3) Given the product [Br:12][C:13]1[CH:14]=[C:15]([CH:16]2[C:2]([C:1]([O:7][CH2:8][CH2:9][O:10][CH3:11])=[O:6])=[C:3]([CH3:5])[NH:21][C:3]([CH3:5])=[C:2]2[C:1]([O:7][CH2:8][CH2:9][O:10][CH3:11])=[O:22])[CH:18]=[CH:19][CH:20]=1, predict the reactants needed to synthesize it. The reactants are: [C:1]([O:7][CH2:8][CH2:9][O:10][CH3:11])(=[O:6])[CH2:2][C:3]([CH3:5])=O.[Br:12][C:13]1[CH:14]=[C:15]([CH:18]=[CH:19][CH:20]=1)[CH:16]=O.[NH4+:21].[OH-:22]. (4) Given the product [N:69]([CH2:6][CH2:7][CH2:8][N:9]1[C:13]2=[N:14][CH:15]=[CH:16][C:17]([CH2:18][CH2:19][C:20]3[CH:25]=[CH:24][C:23]([O:26][C:27](=[O:32])[C:28]([CH3:31])([CH3:30])[CH3:29])=[CH:22][CH:21]=3)=[C:12]2[C:11]([O:33][C@@H:34]2[O:60][C@H:59]([CH2:61][O:62][C:63](=[O:68])[C:64]([CH3:67])([CH3:66])[CH3:65])[C@@H:51]([O:52][C:53](=[O:58])[C:54]([CH3:57])([CH3:56])[CH3:55])[C@H:43]([O:44][C:45](=[O:50])[C:46]([CH3:47])([CH3:48])[CH3:49])[C@H:35]2[O:36][C:37](=[O:42])[C:38]([CH3:39])([CH3:40])[CH3:41])=[N:10]1)=[N+:70]=[N-:71], predict the reactants needed to synthesize it. The reactants are: CS(O[CH2:6][CH2:7][CH2:8][N:9]1[C:13]2=[N:14][CH:15]=[CH:16][C:17]([CH2:18][CH2:19][C:20]3[CH:25]=[CH:24][C:23]([O:26][C:27](=[O:32])[C:28]([CH3:31])([CH3:30])[CH3:29])=[CH:22][CH:21]=3)=[C:12]2[C:11]([O:33][C@@H:34]2[O:60][C@H:59]([CH2:61][O:62][C:63](=[O:68])[C:64]([CH3:67])([CH3:66])[CH3:65])[C@@H:51]([O:52][C:53](=[O:58])[C:54]([CH3:57])([CH3:56])[CH3:55])[C@H:43]([O:44][C:45](=[O:50])[C:46]([CH3:49])([CH3:48])[CH3:47])[C@H:35]2[O:36][C:37](=[O:42])[C:38]([CH3:41])([CH3:40])[CH3:39])=[N:10]1)(=O)=O.[N-:69]=[N+:70]=[N-:71].[Na+].O. (5) Given the product [CH:1]1([C:4]2[CH:9]=[C:8]([C:10]([O:12][CH3:13])=[O:11])[C:7]([CH:37]3[CH2:42][CH2:41][O:40][CH2:39][CH2:38]3)=[CH:6][C:5]=2[C:22]2[CH:27]=[CH:26][C:25]([F:28])=[CH:24][CH:23]=2)[CH2:2][CH2:3]1, predict the reactants needed to synthesize it. The reactants are: [CH:1]1([C:4]2[CH:9]=[C:8]([C:10]([O:12][CH3:13])=[O:11])[C:7](OS(C(F)(F)F)(=O)=O)=[CH:6][C:5]=2[C:22]2[CH:27]=[CH:26][C:25]([F:28])=[CH:24][CH:23]=2)[CH2:3][CH2:2]1.CC1(C)C(C)(C)OB([C:37]2[CH2:38][CH2:39][O:40][CH2:41][CH:42]=2)O1. (6) Given the product [CH3:27][N:28]([CH3:30])/[CH:29]=[CH:25]/[C:24]([C:3]1[CH:4]=[C:5]2[C:14](=[CH:15][C:2]=1[CH3:1])[C:13]1[N:9]([CH:10]=[C:11]([C:16]3[N:20]([CH:21]([CH3:23])[CH3:22])[N:19]=[CH:18][N:17]=3)[N:12]=1)[CH2:8][CH2:7][O:6]2)=[O:26], predict the reactants needed to synthesize it. The reactants are: [CH3:1][C:2]1[CH:15]=[C:14]2[C:5]([O:6][CH2:7][CH2:8][N:9]3[C:13]2=[N:12][C:11]([C:16]2[N:20]([CH:21]([CH3:23])[CH3:22])[N:19]=[CH:18][N:17]=2)=[CH:10]3)=[CH:4][C:3]=1[C:24](=[O:26])[CH3:25].[CH3:27][N:28]([CH:30](OC)OC)[CH3:29].